This data is from Forward reaction prediction with 1.9M reactions from USPTO patents (1976-2016). The task is: Predict the product of the given reaction. (1) Given the reactants CS(O[CH2:6][CH2:7][N:8]1[CH2:12][CH:11]([C:13]2[CH:18]=[CH:17][CH:16]=[C:15]([C:19]([F:22])([F:21])[F:20])[CH:14]=2)[N:10]([C:23]2[CH:28]=[CH:27][C:26]([O:29][C:30]3[CH:35]=[CH:34][C:33]([Cl:36])=[CH:32][CH:31]=3)=[CH:25][CH:24]=2)[C:9]1=[O:37])(=O)=O.[NH2:38][CH2:39][CH2:40][OH:41], predict the reaction product. The product is: [Cl:36][C:33]1[CH:32]=[CH:31][C:30]([O:29][C:26]2[CH:25]=[CH:24][C:23]([N:10]3[CH:11]([C:13]4[CH:18]=[CH:17][CH:16]=[C:15]([C:19]([F:20])([F:22])[F:21])[CH:14]=4)[CH2:12][N:8]([CH2:7][CH2:6][NH:38][CH2:39][CH2:40][OH:41])[C:9]3=[O:37])=[CH:28][CH:27]=2)=[CH:35][CH:34]=1. (2) Given the reactants [CH3:1][O:2][C:3](=[O:20])[NH:4][CH:5]1[CH2:17][C:16]2[C:15]3[C:10](=[CH:11][CH:12]=[C:13]([C:18]#[N:19])[CH:14]=3)[NH:9][C:8]=2[CH2:7][CH2:6]1.C[Si]([N-][Si](C)(C)C)(C)C.[K+].[F:31][C:32]1[CH:33]=[C:34]([CH:37]=[CH:38][CH:39]=1)[CH2:35]Br, predict the reaction product. The product is: [CH3:1][O:2][C:3](=[O:20])[NH:4][CH:5]1[CH2:17][C:16]2[C:15]3[C:10](=[CH:11][CH:12]=[C:13]([C:18]#[N:19])[CH:14]=3)[N:9]([CH2:35][C:34]3[CH:37]=[CH:38][CH:39]=[C:32]([F:31])[CH:33]=3)[C:8]=2[CH2:7][CH2:6]1.